This data is from Reaction yield outcomes from USPTO patents with 853,638 reactions. The task is: Predict the reaction yield, written as a fraction of the theoretical maximum amount of product (1.0 means a 100% yield; for example, 0.34 means a 34% yield). (1) The reactants are [CH2:1]([C:3]1[C:11]2[CH:10]=[N:9][CH:8]=[N:7][C:6]=2[N:5]([C@@H:12]2[O:16][C@H:15]([CH2:17][OH:18])[C@@H:14]([OH:19])[CH2:13]2)[CH:4]=1)[CH3:2].C(C1C=C(C)C=C(C(C)(C)C)N=1)(C)(C)C.[C:35]([O:39][C:40](=[O:46])[NH:41][S:42](Cl)(=[O:44])=[O:43])([CH3:38])([CH3:37])[CH3:36]. The catalyst is C(C#N)(C)=O. The product is [C:35]([O:39][C:40](=[O:46])[NH:41][S:42]([O:18][CH2:17][C@@H:15]1[C@@H:14]([OH:19])[CH2:13][C@H:12]([N:5]2[C:6]3[N:7]=[CH:8][N:9]=[CH:10][C:11]=3[C:3]([CH2:1][CH3:2])=[CH:4]2)[O:16]1)(=[O:44])=[O:43])([CH3:38])([CH3:36])[CH3:37]. The yield is 0.290. (2) The reactants are [BH4-].[Na+].[Cl:3][C:4]1[C:9]([Cl:10])=[CH:8][CH:7]=[CH:6][C:5]=1[S:11][C:12]1[S:16][C:15]([C:17](=[O:19])[CH3:18])=[CH:14][C:13]=1[N+:20]([O-:22])=[O:21]. The catalyst is CO. The product is [Cl:3][C:4]1[C:9]([Cl:10])=[CH:8][CH:7]=[CH:6][C:5]=1[S:11][C:12]1[S:16][C:15]([CH:17]([OH:19])[CH3:18])=[CH:14][C:13]=1[N+:20]([O-:22])=[O:21]. The yield is 0.330. (3) The product is [CH3:25][C:23]1[CH:24]=[C:19]([O:18][CH:14]([C:11]2[S:10][C:9]([C:7]([NH:6][CH2:5][CH2:4][C:3]([OH:37])=[O:2])=[O:8])=[CH:13][CH:12]=2)[CH2:15][CH3:16])[CH:20]=[C:21]([CH3:36])[C:22]=1[C:26]1[CH:31]=[CH:30][C:29]([C:32]([F:33])([F:34])[F:35])=[CH:28][CH:27]=1. The catalyst is C1COCC1. The reactants are C[O:2][C:3](=[O:37])[CH2:4][CH2:5][NH:6][C:7]([C:9]1[S:10][C:11]([CH:14]([O:18][C:19]2[CH:24]=[C:23]([CH3:25])[C:22]([C:26]3[CH:31]=[CH:30][C:29]([C:32]([F:35])([F:34])[F:33])=[CH:28][CH:27]=3)=[C:21]([CH3:36])[CH:20]=2)[CH:15](C)[CH3:16])=[CH:12][CH:13]=1)=[O:8].[OH-].[Li+].Cl. The yield is 0.940.